From a dataset of NCI-60 drug combinations with 297,098 pairs across 59 cell lines. Regression. Given two drug SMILES strings and cell line genomic features, predict the synergy score measuring deviation from expected non-interaction effect. (1) Drug 1: C1=CC(=CC=C1CCC2=CNC3=C2C(=O)NC(=N3)N)C(=O)NC(CCC(=O)O)C(=O)O. Drug 2: CC1=C(C=C(C=C1)NC(=O)C2=CC=C(C=C2)CN3CCN(CC3)C)NC4=NC=CC(=N4)C5=CN=CC=C5. Cell line: SNB-75. Synergy scores: CSS=28.5, Synergy_ZIP=-3.03, Synergy_Bliss=0.950, Synergy_Loewe=-8.67, Synergy_HSA=1.06. (2) Drug 1: CCC1(CC2CC(C3=C(CCN(C2)C1)C4=CC=CC=C4N3)(C5=C(C=C6C(=C5)C78CCN9C7C(C=CC9)(C(C(C8N6C=O)(C(=O)OC)O)OC(=O)C)CC)OC)C(=O)OC)O.OS(=O)(=O)O. Drug 2: CC1C(C(CC(O1)OC2CC(OC(C2O)C)OC3=CC4=CC5=C(C(=O)C(C(C5)C(C(=O)C(C(C)O)O)OC)OC6CC(C(C(O6)C)O)OC7CC(C(C(O7)C)O)OC8CC(C(C(O8)C)O)(C)O)C(=C4C(=C3C)O)O)O)O. Cell line: CAKI-1. Synergy scores: CSS=55.2, Synergy_ZIP=-4.53, Synergy_Bliss=-10.1, Synergy_Loewe=-7.54, Synergy_HSA=-6.62. (3) Drug 1: CCCS(=O)(=O)NC1=C(C(=C(C=C1)F)C(=O)C2=CNC3=C2C=C(C=N3)C4=CC=C(C=C4)Cl)F. Drug 2: COC1=C(C=C2C(=C1)N=CN=C2NC3=CC(=C(C=C3)F)Cl)OCCCN4CCOCC4. Cell line: IGROV1. Synergy scores: CSS=53.5, Synergy_ZIP=9.48, Synergy_Bliss=9.37, Synergy_Loewe=-3.17, Synergy_HSA=10.2. (4) Drug 1: CC1=C(N=C(N=C1N)C(CC(=O)N)NCC(C(=O)N)N)C(=O)NC(C(C2=CN=CN2)OC3C(C(C(C(O3)CO)O)O)OC4C(C(C(C(O4)CO)O)OC(=O)N)O)C(=O)NC(C)C(C(C)C(=O)NC(C(C)O)C(=O)NCCC5=NC(=CS5)C6=NC(=CS6)C(=O)NCCC[S+](C)C)O. Drug 2: CN(C(=O)NC(C=O)C(C(C(CO)O)O)O)N=O. Cell line: UACC62. Synergy scores: CSS=26.4, Synergy_ZIP=-8.56, Synergy_Bliss=-1.48, Synergy_Loewe=-34.4, Synergy_HSA=0.650. (5) Drug 1: CC1=C(C=C(C=C1)NC(=O)C2=CC=C(C=C2)CN3CCN(CC3)C)NC4=NC=CC(=N4)C5=CN=CC=C5. Drug 2: C1CN1C2=NC(=NC(=N2)N3CC3)N4CC4. Cell line: BT-549. Synergy scores: CSS=16.0, Synergy_ZIP=-1.41, Synergy_Bliss=-1.59, Synergy_Loewe=-14.5, Synergy_HSA=-5.22. (6) Drug 1: COC1=CC(=CC(=C1O)OC)C2C3C(COC3=O)C(C4=CC5=C(C=C24)OCO5)OC6C(C(C7C(O6)COC(O7)C8=CC=CS8)O)O. Drug 2: C1CN1P(=S)(N2CC2)N3CC3. Cell line: LOX IMVI. Synergy scores: CSS=47.4, Synergy_ZIP=-8.81, Synergy_Bliss=-7.39, Synergy_Loewe=-2.93, Synergy_HSA=-1.18. (7) Drug 1: CC1OCC2C(O1)C(C(C(O2)OC3C4COC(=O)C4C(C5=CC6=C(C=C35)OCO6)C7=CC(=C(C(=C7)OC)O)OC)O)O. Drug 2: C1C(C(OC1N2C=NC3=C2NC=NCC3O)CO)O. Cell line: SN12C. Synergy scores: CSS=20.3, Synergy_ZIP=-10.8, Synergy_Bliss=-11.6, Synergy_Loewe=-15.8, Synergy_HSA=-8.71.